Dataset: NCI-60 drug combinations with 297,098 pairs across 59 cell lines. Task: Regression. Given two drug SMILES strings and cell line genomic features, predict the synergy score measuring deviation from expected non-interaction effect. (1) Drug 1: C1CC(C1)(C(=O)O)C(=O)O.[NH2-].[NH2-].[Pt+2]. Drug 2: CC1C(C(CC(O1)OC2CC(CC3=C2C(=C4C(=C3O)C(=O)C5=C(C4=O)C(=CC=C5)OC)O)(C(=O)CO)O)N)O.Cl. Cell line: 786-0. Synergy scores: CSS=44.1, Synergy_ZIP=-5.35, Synergy_Bliss=-2.85, Synergy_Loewe=-24.7, Synergy_HSA=-0.230. (2) Drug 1: CC1=CC=C(C=C1)C2=CC(=NN2C3=CC=C(C=C3)S(=O)(=O)N)C(F)(F)F. Drug 2: CC1=C(C(CCC1)(C)C)C=CC(=CC=CC(=CC(=O)O)C)C. Cell line: NCI/ADR-RES. Synergy scores: CSS=1.19, Synergy_ZIP=-3.60, Synergy_Bliss=-4.46, Synergy_Loewe=-4.35, Synergy_HSA=-4.00. (3) Drug 1: CC(C1=C(C=CC(=C1Cl)F)Cl)OC2=C(N=CC(=C2)C3=CN(N=C3)C4CCNCC4)N. Drug 2: CC1CCC2CC(C(=CC=CC=CC(CC(C(=O)C(C(C(=CC(C(=O)CC(OC(=O)C3CCCCN3C(=O)C(=O)C1(O2)O)C(C)CC4CCC(C(C4)OC)OCCO)C)C)O)OC)C)C)C)OC. Cell line: EKVX. Synergy scores: CSS=25.1, Synergy_ZIP=-1.30, Synergy_Bliss=-1.27, Synergy_Loewe=-8.61, Synergy_HSA=0.503. (4) Drug 1: C1CCC(C1)C(CC#N)N2C=C(C=N2)C3=C4C=CNC4=NC=N3. Drug 2: COC1=NC(=NC2=C1N=CN2C3C(C(C(O3)CO)O)O)N. Cell line: NCI-H322M. Synergy scores: CSS=-2.90, Synergy_ZIP=0.949, Synergy_Bliss=-1.97, Synergy_Loewe=-5.02, Synergy_HSA=-4.69.